Task: Predict the reactants needed to synthesize the given product.. Dataset: Full USPTO retrosynthesis dataset with 1.9M reactions from patents (1976-2016) (1) Given the product [O:32]1[CH2:33][CH2:34][CH:35]=[C:31]1[C:2]1[CH:11]=[CH:10][CH:9]=[C:8]2[C:3]=1[CH2:4][CH2:5][N:6]1[C:16](=[O:17])[CH2:15][N:14]=[C:13]([C:18]3[CH:23]=[CH:22][CH:21]=[C:20]([O:24][CH3:25])[CH:19]=3)[CH:12]=[C:7]12, predict the reactants needed to synthesize it. The reactants are: I[C:2]1[CH:11]=[CH:10][CH:9]=[C:8]2[C:3]=1[CH2:4][CH2:5][N:6]1[C:16](=[O:17])[CH2:15][N:14]=[C:13]([C:18]3[CH:23]=[CH:22][CH:21]=[C:20]([O:24][CH3:25])[CH:19]=3)[CH:12]=[C:7]12.C([Sn](CCCC)(CCCC)[C:31]1[O:32][CH2:33][CH2:34][CH:35]=1)CCC. (2) Given the product [C:1]([C:4]1[CH:5]=[C:6]([NH:11][CH:12]([C:16]2[CH:21]=[CH:20][C:19]([O:22][CH3:23])=[C:18]([O:24][CH3:25])[CH:17]=2)[C:13]([OH:15])=[O:14])[CH:7]=[CH:8][N:26]=1)(=[O:3])[NH2:2], predict the reactants needed to synthesize it. The reactants are: [C:1]([C:4]1[CH:5]=[C:6]([NH:11][CH:12]([C:16]2[CH:21]=[CH:20][C:19]([O:22][CH3:23])=[C:18]([O:24][CH3:25])[CH:17]=2)[C:13]([OH:15])=[O:14])[CH:7]=[CH:8]C=1F)(=[O:3])[NH2:2].[NH2:26]C1C=CN=C(C(N)=O)C=1.COC1C=C(B(O)O)C=CC=1OC.O.C(O)(=O)C=O. (3) Given the product [ClH:1].[NH2:12][C@@H:8]([CH2:9][C:10]#[CH:11])[C:7]([NH:6][S:3]([CH3:2])(=[O:5])=[O:4])=[O:20], predict the reactants needed to synthesize it. The reactants are: [ClH:1].[CH3:2][S:3]([NH:6][C:7](=[O:20])[C@@H:8]([NH:12]C(=O)OC(C)(C)C)[CH2:9][C:10]#[CH:11])(=[O:5])=[O:4]. (4) Given the product [NH2:33][C:26]1[C:25]2[N:24]=[C:23]([CH3:34])[N:22]([CH2:21][CH2:20][O:19][CH2:18][CH2:17][NH:16][S:11]([CH2:10][C:6]34[C:2]([CH3:15])([CH3:1])[CH:3]([CH2:4][CH2:5]3)[CH2:9][C:7]4=[O:8])(=[O:13])=[O:12])[C:30]=2[C:29]([CH3:31])=[C:28]([CH3:32])[N:27]=1, predict the reactants needed to synthesize it. The reactants are: [CH3:1][C:2]1([CH3:15])[C@:6]2([CH2:10][S:11](Cl)(=[O:13])=[O:12])[C:7]([CH2:9][C@H:3]1[CH2:4][CH2:5]2)=[O:8].[NH2:16][CH2:17][CH2:18][O:19][CH2:20][CH2:21][N:22]1[C:30]2[C:29]([CH3:31])=[C:28]([CH3:32])[N:27]=[C:26]([NH2:33])[C:25]=2[N:24]=[C:23]1[CH3:34]. (5) Given the product [CH:1]1([CH:4]([N:8]2[CH:12]=[C:11]([C:13]3[N:18]4[C:19]([F:29])=[CH:20][N:21]=[C:17]4[CH:16]=[C:15]([C:22]4[CH:23]=[N:24][N:25]([CH3:27])[CH:26]=4)[N:14]=3)[CH:10]=[N:9]2)[CH2:5][C:6]#[N:7])[CH2:3][CH2:2]1, predict the reactants needed to synthesize it. The reactants are: [CH:1]1([CH:4]([N:8]2[CH:12]=[C:11]([C:13]3[N:18]4[CH:19]=[CH:20][N:21]=[C:17]4[CH:16]=[C:15]([C:22]4[CH:23]=[N:24][N:25]([CH3:27])[CH:26]=4)[N:14]=3)[CH:10]=[N:9]2)[CH2:5][C:6]#[N:7])[CH2:3][CH2:2]1.[B-](F)(F)(F)[F:29].[B-](F)(F)(F)F.C1[N+]2(CCl)CC[N+](F)(CC2)C1.C(O)(=O)C. (6) Given the product [Cl:1][C:2]1[CH:7]=[CH:6][C:5]([NH2:8])=[CH:4][C:3]=1[C:11]1[O:12][C:13]2[CH:19]=[CH:18][C:17]([C:20]3[CH:25]=[CH:24][C:23]([O:26][CH:27]([CH3:29])[CH3:28])=[CH:22][CH:21]=3)=[CH:16][C:14]=2[N:15]=1, predict the reactants needed to synthesize it. The reactants are: [Cl:1][C:2]1[CH:7]=[CH:6][C:5]([N+:8]([O-])=O)=[CH:4][C:3]=1[C:11]1[O:12][C:13]2[CH:19]=[CH:18][C:17]([C:20]3[CH:25]=[CH:24][C:23]([O:26][CH:27]([CH3:29])[CH3:28])=[CH:22][CH:21]=3)=[CH:16][C:14]=2[N:15]=1.[NH4+].[Cl-]. (7) Given the product [Br:1][C:2]1[N:3]=[CH:4][C:5]2[C:10]([CH:11]=1)=[CH:9][N:8]([CH2:18][C:17]1[CH:16]=[C:15]([CH:22]=[CH:21][CH:20]=1)[C:13]#[N:14])[C:7](=[O:12])[CH:6]=2, predict the reactants needed to synthesize it. The reactants are: [Br:1][C:2]1[CH:11]=[C:10]2[C:5]([CH:6]=[C:7]([OH:12])[N:8]=[CH:9]2)=[CH:4][N:3]=1.[C:13]([C:15]1[CH:16]=[C:17]([CH:20]=[CH:21][CH:22]=1)[CH2:18]Br)#[N:14].C(=O)([O-])[O-].[Cs+].[Cs+].